From a dataset of Reaction yield outcomes from USPTO patents with 853,638 reactions. Predict the reaction yield, written as a fraction of the theoretical maximum amount of product (1.0 means a 100% yield; for example, 0.34 means a 34% yield). (1) The reactants are [CH2:1]([S:8][C:9]1[CH:10]=[C:11]2[C:16](=[CH:17][CH:18]=1)[CH:15]([C:19]1[CH:24]=[CH:23][C:22]([C:25]([F:28])([F:27])[F:26])=[CH:21][C:20]=1[O:29][CH3:30])[NH:14][CH2:13][CH2:12]2)[C:2]1[CH:7]=[CH:6][CH:5]=[CH:4][CH:3]=1.C(N(CC)CC)C.[C:38](OC(=O)C)(=[O:40])[CH3:39]. The catalyst is CN(C)C1C=CN=CC=1.CCOC(C)=O. The product is [CH2:1]([S:8][C:9]1[CH:10]=[C:11]2[C:16](=[CH:17][CH:18]=1)[CH:15]([C:19]1[CH:24]=[CH:23][C:22]([C:25]([F:28])([F:27])[F:26])=[CH:21][C:20]=1[O:29][CH3:30])[N:14]([C:38](=[O:40])[CH3:39])[CH2:13][CH2:12]2)[C:2]1[CH:7]=[CH:6][CH:5]=[CH:4][CH:3]=1. The yield is 0.517. (2) The reactants are [Cl-].O[NH3+:3].[C:4](=[O:7])([O-])[OH:5].[Na+].CS(C)=O.[F:13][C:14]1[CH:47]=[CH:46][C:45]([F:48])=[CH:44][C:15]=1[O:16][C:17]1[C:22](=[O:23])[N:21]([CH2:24][C:25]2[CH:30]=[CH:29][C:28]([C:31]3[C:32]([C:37]#[N:38])=[CH:33][CH:34]=[CH:35][CH:36]=3)=[CH:27][CH:26]=2)[C:20]([CH2:39][CH2:40][CH3:41])=[N:19][C:18]=1[CH2:42][CH3:43]. The catalyst is C(OCC)(=O)C. The product is [F:13][C:14]1[CH:47]=[CH:46][C:45]([F:48])=[CH:44][C:15]=1[O:16][C:17]1[C:22](=[O:23])[N:21]([CH2:24][C:25]2[CH:26]=[CH:27][C:28]([C:31]3[CH:36]=[CH:35][CH:34]=[CH:33][C:32]=3[C:37]3[NH:3][C:4](=[O:7])[O:5][N:38]=3)=[CH:29][CH:30]=2)[C:20]([CH2:39][CH2:40][CH3:41])=[N:19][C:18]=1[CH2:42][CH3:43]. The yield is 0.570. (3) The catalyst is C(O)C.C(OCC)(=O)C. The product is [CH3:24][O:23][C:20]1[N:19]=[CH:18][C:17]([N:8]2[C:9]([C:11]3[CH:16]=[N:15][CH:14]=[CH:13][N:12]=3)=[CH:10][C:6]([C:4]([OH:5])=[O:3])=[N:7]2)=[CH:22][CH:21]=1. The reactants are C([O:3][C:4]([C:6]1[CH:10]=[C:9]([C:11]2[CH:16]=[N:15][CH:14]=[CH:13][N:12]=2)[N:8]([C:17]2[CH:18]=[N:19][C:20]([O:23][CH3:24])=[CH:21][CH:22]=2)[N:7]=1)=[O:5])C.[OH-].[Na+].Cl.O. The yield is 0.920. (4) The reactants are C([N:14]1[CH2:17][CH:16]([CH:18]([NH:21][C:22](=[O:27])[C:23]([F:26])([F:25])[F:24])[CH2:19][CH3:20])[CH2:15]1)(C1C=CC=CC=1)C1C=CC=CC=1.[ClH:28]. The catalyst is CO.[Pd]. The product is [ClH:28].[NH:14]1[CH2:17][CH:16]([CH:18]([NH:21][C:22](=[O:27])[C:23]([F:25])([F:26])[F:24])[CH2:19][CH3:20])[CH2:15]1. The yield is 1.00.